This data is from Reaction yield outcomes from USPTO patents with 853,638 reactions. The task is: Predict the reaction yield, written as a fraction of the theoretical maximum amount of product (1.0 means a 100% yield; for example, 0.34 means a 34% yield). (1) The yield is 0.270. The product is [C:4]1([C:10]2[CH:11]=[CH:12][C:13]([C:16]([OH:2])=[O:1])=[N:14][CH:15]=2)[CH:9]=[CH:8][CH:7]=[CH:6][CH:5]=1. The reactants are [OH2:1].[OH-:2].[Na+].[C:4]1([C:10]2[CH:11]=[CH:12][C:13]([C:16]#N)=[N:14][CH:15]=2)[CH:9]=[CH:8][CH:7]=[CH:6][CH:5]=1. The catalyst is C(O)C. (2) The reactants are [C:1]1([C:21]2[CH:26]=[CH:25][CH:24]=[CH:23][CH:22]=2)[CH:6]=[CH:5][C:4]([CH2:7][CH2:8][C:9]([NH:11][C:12]2[S:13][CH:14]=[CH:15][C:16]=2[C:17]([O:19]C)=[O:18])=[O:10])=[CH:3][CH:2]=1.O.[OH-].[Li+]. The catalyst is CO.C1COCC1.O. The product is [C:1]1([C:21]2[CH:26]=[CH:25][CH:24]=[CH:23][CH:22]=2)[CH:2]=[CH:3][C:4]([CH2:7][CH2:8][C:9]([NH:11][C:12]2[S:13][CH:14]=[CH:15][C:16]=2[C:17]([OH:19])=[O:18])=[O:10])=[CH:5][CH:6]=1. The yield is 0.200. (3) The reactants are [CH3:1][C:2]1[CH:8]=[C:7]([C:9]([OH:18])([C:14]([F:17])([F:16])[F:15])[C:10]([F:13])([F:12])[F:11])[CH:6]=[C:5]([CH3:19])[C:3]=1[NH2:4].[C:20]([NH:28][C:29]1[CH:30]=[C:31]([CH:35]=[CH:36][CH:37]=1)[C:32](Cl)=[O:33])(=[O:27])[C:21]1[CH:26]=[CH:25][CH:24]=[CH:23][CH:22]=1.N1C=CC=CC=1.C(=O)([O-])O.[Na+]. The catalyst is O.C(OCC)(=O)C.O1CCCC1. The product is [CH3:1][C:2]1[CH:8]=[C:7]([C:9]([OH:18])([C:10]([F:12])([F:13])[F:11])[C:14]([F:15])([F:16])[F:17])[CH:6]=[C:5]([CH3:19])[C:3]=1[NH:4][C:32](=[O:33])[C:31]1[CH:35]=[CH:36][CH:37]=[C:29]([NH:28][C:20](=[O:27])[C:21]2[CH:22]=[CH:23][CH:24]=[CH:25][CH:26]=2)[CH:30]=1. The yield is 0.950. (4) The reactants are [CH3:1][C:2]1[O:6][N:5]=[C:4]([C:7]2[CH:12]=[CH:11][CH:10]=[CH:9][CH:8]=2)[C:3]=1[CH2:13][O:14][C:15]1[CH:23]=[CH:22][C:18]([C:19]([OH:21])=O)=[CH:17][N:16]=1.[NH2:24][CH:25]1[CH2:30][CH2:29][CH2:28][CH2:27][CH:26]1[OH:31]. No catalyst specified. The product is [OH:31][CH:26]1[CH2:27][CH2:28][CH2:29][CH2:30][CH:25]1[NH:24][C:19](=[O:21])[C:18]1[CH:22]=[CH:23][C:15]([O:14][CH2:13][C:3]2[C:4]([C:7]3[CH:8]=[CH:9][CH:10]=[CH:11][CH:12]=3)=[N:5][O:6][C:2]=2[CH3:1])=[N:16][CH:17]=1. The yield is 0.500. (5) The reactants are [S:1]1[CH:5]=[CH:4][N:3]=[CH:2]1.C([Li])CCC.[Br:11][C:12]1[CH:13]=[C:14]([C:18](=[O:20])[CH3:19])[CH:15]=[N:16][CH:17]=1.[Cl-].[NH4+]. The catalyst is O1CCCC1.C(OCC)(=O)C.O. The product is [Br:11][C:12]1[CH:13]=[C:14]([C:18]([C:2]2[S:1][CH:5]=[CH:4][N:3]=2)([OH:20])[CH3:19])[CH:15]=[N:16][CH:17]=1. The yield is 0.840. (6) The catalyst is O1CCOCC1.O.CCOC(C)=O.C1C=CC(P(C2C=CC=CC=2)[C-]2C=CC=C2)=CC=1.C1C=CC(P(C2C=CC=CC=2)[C-]2C=CC=C2)=CC=1.Cl[Pd]Cl.[Fe+2]. The reactants are Br[C:2]1[CH:3]=[CH:4][C:5]([S:8]([NH:11][CH2:12][CH2:13][NH:14][C:15](=[O:17])[CH3:16])(=[O:10])=[O:9])=[N:6][CH:7]=1.[F:18][C:19]1[CH:27]=[C:26]2[C:22]([C:23](B3OC(C)(C)C(C)(C)O3)=[CH:24][N:25]2[C:28]([O:30][C:31]([CH3:34])([CH3:33])[CH3:32])=[O:29])=[CH:21][CH:20]=1.C([O-])([O-])=O.[K+].[K+]. The yield is 0.510. The product is [C:15]([NH:14][CH2:13][CH2:12][NH:11][S:8]([C:5]1[N:6]=[CH:7][C:2]([C:23]2[C:22]3[C:26](=[CH:27][C:19]([F:18])=[CH:20][CH:21]=3)[N:25]([C:28]([O:30][C:31]([CH3:34])([CH3:33])[CH3:32])=[O:29])[CH:24]=2)=[CH:3][CH:4]=1)(=[O:10])=[O:9])(=[O:17])[CH3:16].